This data is from Reaction yield outcomes from USPTO patents with 853,638 reactions. The task is: Predict the reaction yield, written as a fraction of the theoretical maximum amount of product (1.0 means a 100% yield; for example, 0.34 means a 34% yield). (1) The reactants are [OH:1][C:2]1[CH:7]=[CH:6][CH:5]=[CH:4][C:3]=1[C:8]1[N:9]([CH2:20][CH2:21][C:22]2[CH:27]=[CH:26][CH:25]=[CH:24][CH:23]=2)[C:10](=[O:19])[C:11]2[CH2:18][CH2:17][O:16][CH2:15][CH2:14][C:12]=2[N:13]=1.[H-].[Li+].[Br-].[Li+].Br[CH2:33]CC1C=CC=CC=1. The catalyst is CN(C=O)C. The product is [CH3:33][O:1][C:2]1[CH:7]=[CH:6][CH:5]=[CH:4][C:3]=1[C:8]1[N:9]([CH2:20][CH2:21][C:22]2[CH:23]=[CH:24][CH:25]=[CH:26][CH:27]=2)[C:10](=[O:19])[C:11]2[CH2:18][CH2:17][O:16][CH2:15][CH2:14][C:12]=2[N:13]=1. The yield is 0.530. (2) The reactants are [F:1][C:2]1[CH:7]=[C:6]([CH3:8])[C:5]([C:9]2[C:20](=[O:21])[N:19]([CH3:22])[C:12]3[N:13]=[C:14](SC)[N:15]=[CH:16][C:11]=3[CH:10]=2)=[CH:4][C:3]=1[NH:23][C:24]([NH:26][C:27]1[N:31]([C:32]2[CH:37]=[CH:36][CH:35]=[CH:34][CH:33]=2)[N:30]=[C:29]([CH:38]([CH3:40])[CH3:39])[CH:28]=1)=[O:25].[CH3:41][NH2:42].C1COCC1. No catalyst specified. The product is [F:1][C:2]1[CH:7]=[C:6]([CH3:8])[C:5]([C:9]2[C:20](=[O:21])[N:19]([CH3:22])[C:12]3[N:13]=[C:14]([NH:42][CH3:41])[N:15]=[CH:16][C:11]=3[CH:10]=2)=[CH:4][C:3]=1[NH:23][C:24]([NH:26][C:27]1[N:31]([C:32]2[CH:37]=[CH:36][CH:35]=[CH:34][CH:33]=2)[N:30]=[C:29]([CH:38]([CH3:40])[CH3:39])[CH:28]=1)=[O:25]. The yield is 0.520. (3) The reactants are [NH2:1][C:2]1[C:11]2[C:6](=[N:7][CH:8]=[C:9]([C:12]#[C:13][CH2:14][OH:15])[CH:10]=2)[N:5]([O:16][CH2:17][C:18]2[CH:23]=[CH:22][CH:21]=[CH:20][CH:19]=2)[C:4](=[O:24])[C:3]=1[C:25]([NH:27][CH2:28][C:29]1[CH:34]=[CH:33][C:32]([F:35])=[CH:31][C:30]=1[F:36])=[O:26].[C:37](OC(=O)C)(=[O:39])[CH3:38]. The catalyst is N1C=CC=CC=1. The product is [C:37]([O:15][CH2:14][C:13]#[C:12][C:9]1[CH:8]=[N:7][C:6]2[N:5]([O:16][CH2:17][C:18]3[CH:19]=[CH:20][CH:21]=[CH:22][CH:23]=3)[C:4](=[O:24])[C:3]([C:25](=[O:26])[NH:27][CH2:28][C:29]3[CH:34]=[CH:33][C:32]([F:35])=[CH:31][C:30]=3[F:36])=[C:2]([NH2:1])[C:11]=2[CH:10]=1)(=[O:39])[CH3:38]. The yield is 0.760.